This data is from Catalyst prediction with 721,799 reactions and 888 catalyst types from USPTO. The task is: Predict which catalyst facilitates the given reaction. (1) Reactant: [OH-].[K+].[CH2:3]([S:5]([C:8]1[CH:9]=[C:10]2[C:15](=[CH:16][C:17]=1[O:18][CH3:19])[N:14]=[C:13]([C:20]1[CH:25]=[CH:24][CH:23]=[C:22]([C:26]([F:29])([F:28])[F:27])[CH:21]=1)[C:12]([CH2:30][N:31]1[CH2:36][CH2:35][CH:34]([N:37]3[CH2:41][CH2:40][CH2:39][CH2:38]3)[CH2:33][CH2:32]1)=[C:11]2[C:42]([O:44]C)=[O:43])(=[O:7])=[O:6])[CH3:4]. Product: [CH2:3]([S:5]([C:8]1[CH:9]=[C:10]2[C:15](=[CH:16][C:17]=1[O:18][CH3:19])[N:14]=[C:13]([C:20]1[CH:25]=[CH:24][CH:23]=[C:22]([C:26]([F:29])([F:27])[F:28])[CH:21]=1)[C:12]([CH2:30][N:31]1[CH2:36][CH2:35][CH:34]([N:37]3[CH2:41][CH2:40][CH2:39][CH2:38]3)[CH2:33][CH2:32]1)=[C:11]2[C:42]([OH:44])=[O:43])(=[O:6])=[O:7])[CH3:4]. The catalyst class is: 24. (2) Reactant: [CH3:1][C:2]1([CH3:14])[C:10]2[CH2:9][CH2:8][CH2:7][C:6](=O)[C:5]=2[C:4]([CH3:13])([CH3:12])[CH2:3]1.[C:15](O)(=O)C.[CH:19]([NH2:21])=[NH:20]. Product: [CH3:12][C:4]1([CH3:13])[C:5]2[C:6]3[C:7]([CH2:8][CH2:9][C:10]=2[C:2]([CH3:1])([CH3:14])[CH2:3]1)=[CH:15][N:21]=[CH:19][N:20]=3. The catalyst class is: 51. (3) Reactant: [BH4-].C([N+](CCCC)(CCCC)CCCC)CCC.[C:19]1([CH3:36])[CH:24]=[CH:23][CH:22]=[CH:21][C:20]=1[C:25]1[C:26]2[CH:35]=[CH:34][CH:33]=[CH:32][C:27]=2[S:28][C:29]=1[CH:30]=[O:31]. Product: [C:19]1([CH3:36])[CH:24]=[CH:23][CH:22]=[CH:21][C:20]=1[C:25]1[C:26]2[CH:35]=[CH:34][CH:33]=[CH:32][C:27]=2[S:28][C:29]=1[CH2:30][OH:31]. The catalyst class is: 1. (4) Reactant: [Br:1][C:2]1[C:3]([NH:9][CH:10]2[CH2:15][CH2:14][N:13]([CH3:16])[CH2:12][CH2:11]2)=[CH:4][C:5]([NH2:8])=[N:6][CH:7]=1.Br[C:18]1[C:23]([C:24]#[N:25])=[N:22][CH:21]=[CH:20][N:19]=1.C1C=CC(P(C2C(C3C(P(C4C=CC=CC=4)C4C=CC=CC=4)=CC=C4C=3C=CC=C4)=C3C(C=CC=C3)=CC=2)C2C=CC=CC=2)=CC=1.CC(C)([O-])C.[Na+]. Product: [Br:1][C:2]1[C:3]([NH:9][CH:10]2[CH2:15][CH2:14][N:13]([CH3:16])[CH2:12][CH2:11]2)=[CH:4][C:5]([NH:8][C:20]2[N:19]=[CH:18][C:23]([C:24]#[N:25])=[N:22][CH:21]=2)=[N:6][CH:7]=1. The catalyst class is: 12. (5) Reactant: [Cl:1][C:2]1[CH:7]=[CH:6][N:5]=[C:4]2[C:8]([C:11]([NH:13][C@H:14]3[CH2:19][CH2:18][CH2:17][CH2:16][C@@H:15]3[OH:20])=[O:12])=[CH:9][NH:10][C:3]=12.Br[CH2:22][C:23]1[CH:28]=[CH:27][CH:26]=[C:25]([CH3:29])[N:24]=1.C(=O)([O-])[O-].[Cs+].[Cs+].CN(C=O)C. Product: [Cl:1][C:2]1[CH:7]=[CH:6][N:5]=[C:4]2[C:8]([C:11]([NH:13][C@H:14]3[CH2:19][CH2:18][CH2:17][CH2:16][C@@H:15]3[OH:20])=[O:12])=[CH:9][N:10]([CH2:22][C:23]3[CH:28]=[CH:27][CH:26]=[C:25]([CH3:29])[N:24]=3)[C:3]=12. The catalyst class is: 25.